Dataset: Peptide-MHC class I binding affinity with 185,985 pairs from IEDB/IMGT. Task: Regression. Given a peptide amino acid sequence and an MHC pseudo amino acid sequence, predict their binding affinity value. This is MHC class I binding data. (1) The peptide sequence is AWNLWVTVY. The MHC is Mamu-A11 with pseudo-sequence Mamu-A11. The binding affinity (normalized) is 0.0452. (2) The peptide sequence is HEEFTTNYL. The MHC is HLA-A02:06 with pseudo-sequence HLA-A02:06. The binding affinity (normalized) is 0.0847.